From a dataset of NCI-60 drug combinations with 297,098 pairs across 59 cell lines. Regression. Given two drug SMILES strings and cell line genomic features, predict the synergy score measuring deviation from expected non-interaction effect. Drug 1: CC(C1=C(C=CC(=C1Cl)F)Cl)OC2=C(N=CC(=C2)C3=CN(N=C3)C4CCNCC4)N. Drug 2: COC1=CC(=CC(=C1O)OC)C2C3C(COC3=O)C(C4=CC5=C(C=C24)OCO5)OC6C(C(C7C(O6)COC(O7)C8=CC=CS8)O)O. Cell line: PC-3. Synergy scores: CSS=24.9, Synergy_ZIP=-5.96, Synergy_Bliss=0.476, Synergy_Loewe=-2.54, Synergy_HSA=1.88.